From a dataset of Forward reaction prediction with 1.9M reactions from USPTO patents (1976-2016). Predict the product of the given reaction. (1) Given the reactants [Br:1][C:2]1[CH:7]=[CH:6][C:5]([N+:8]([O-:10])=[O:9])=[CH:4][C:3]=1[CH2:11][C:12]([OH:14])=[O:13].S(=O)(=O)(O)O.[CH2:20](O)[CH3:21], predict the reaction product. The product is: [Br:1][C:2]1[CH:7]=[CH:6][C:5]([N+:8]([O-:10])=[O:9])=[CH:4][C:3]=1[CH2:11][C:12]([O:14][CH2:20][CH3:21])=[O:13]. (2) Given the reactants [CH:1]1[C:11]2[CH:10]=[CH:9][C:8]3[CH:12]=[CH:13][CH:14]=[CH:15][C:7]=3[NH:6][C:5]=2[CH:4]=[CH:3][CH:2]=1.[OH2:16], predict the reaction product. The product is: [CH:1]1[C:2](=[O:16])[CH:3]=[CH:4][C:5]2=[N:6][C:7]3[CH:15]=[CH:14][CH:13]=[CH:12][C:8]=3[CH:9]=[CH:10][C:11]=12. (3) The product is: [CH3:19][Si:2]([CH3:1])([CH3:18])[C:3]1[CH:4]=[C:5]([CH2:9][C:10]([OH:11])([P:22](=[O:25])([O:23][CH3:24])[O:21][CH3:20])[P:12](=[O:17])([O:15][CH3:16])[O:13][CH3:14])[CH:6]=[CH:7][CH:8]=1. Given the reactants [CH3:1][Si:2]([CH3:19])([CH3:18])[C:3]1[CH:4]=[C:5]([CH2:9][C:10]([P:12](=[O:17])([O:15][CH3:16])[O:13][CH3:14])=[O:11])[CH:6]=[CH:7][CH:8]=1.[CH3:20][O:21][P:22]([O-:25])[O:23][CH3:24].C(NCCCC)CCC.CCCCCC, predict the reaction product. (4) Given the reactants I[C:2]1[CH:11]=[CH:10][C:5]([C:6]([O:8][CH3:9])=[O:7])=[CH:4][CH:3]=1.CCN(CC)CC.[F:19][C:20]([F:25])([F:24])[CH:21]=[CH:22][CH3:23].C([O-])([O-])=O.[Na+].[Na+], predict the reaction product. The product is: [F:19][C:20]([F:25])([F:24])[CH2:21][C:22]([C:2]1[CH:11]=[CH:10][C:5]([C:6]([O:8][CH3:9])=[O:7])=[CH:4][CH:3]=1)=[CH2:23]. (5) The product is: [F:26][C:27]([F:32])([F:31])[C:28]([O-:30])=[O:29].[CH:33]1([N:38]2[CH2:43][CH2:42][N:41]([C:4]([C:3]3[CH:7]=[C:8]([CH:9]=[CH:10][C:2]=3[F:1])[CH2:11][C:12]3[CH:17]=[C:16]([C:18]([F:24])([F:23])[C:19]([F:22])([F:21])[F:20])[C:15](=[O:25])[NH:14][NH+:13]=3)=[O:6])[CH2:40][C:39]2=[O:44])[CH2:37][CH2:36][CH2:35][CH2:34]1. Given the reactants [F:1][C:2]1[CH:10]=[CH:9][C:8]([CH2:11][C:12]2[CH:17]=[C:16]([C:18]([F:24])([F:23])[C:19]([F:22])([F:21])[F:20])[C:15](=[O:25])[NH:14][N:13]=2)=[CH:7][C:3]=1[C:4]([OH:6])=O.[F:26][C:27]([F:32])([F:31])[C:28]([O-:30])=[O:29].[CH:33]1([N:38]2[CH2:43][CH2:42][NH2+:41][CH2:40][C:39]2=[O:44])[CH2:37][CH2:36][CH2:35][CH2:34]1.CN(C(ON1N=NC2C=CC=CC1=2)=[N+](C)C)C.[B-](F)(F)(F)F.CN1CCOCC1, predict the reaction product. (6) Given the reactants [C@H:1]12[CH2:6][C@H:5]1[CH2:4][NH:3][C@@H:2]2[CH2:7][NH:8][C:9]([C:11]1[CH:12]=[CH:13][CH:14]=[C:15]2[O:19][CH:18]=[CH:17][C:16]=12)=[O:10].[CH2:20]([C:22]1[CH:27]=[CH:26][C:25]([C:28]2[S:32][C:31]([CH3:33])=[N:30][C:29]=2[C:34](O)=[O:35])=[CH:24][CH:23]=1)[CH3:21], predict the reaction product. The product is: [CH2:20]([C:22]1[CH:23]=[CH:24][C:25]([C:28]2[S:32][C:31]([CH3:33])=[N:30][C:29]=2[C:34]([N:3]2[CH2:4][C@H:5]3[C@H:1]([CH2:6]3)[C@H:2]2[CH2:7][NH:8][C:9]([C:11]2[CH:12]=[CH:13][CH:14]=[C:15]3[O:19][CH:18]=[CH:17][C:16]=23)=[O:10])=[O:35])=[CH:26][CH:27]=1)[CH3:21]. (7) Given the reactants [Br:1][C:2]1[CH:10]=[CH:9][C:5]([C:6]([OH:8])=O)=[CH:4][C:3]=1[O:11][CH3:12].CN(C(ON1N=NC2C=CC=NC1=2)=[N+](C)C)C.F[P-](F)(F)(F)(F)F.C(N(CC)CC)C.[CH3:44][N:45]1[C:49]2[C:50]3[CH:51]=[CH:52][CH:53]=[CH:54][C:55]=3[O:56][C:57]3([CH2:62][CH2:61][NH:60][CH2:59][CH2:58]3)[C:48]=2[CH:47]=[N:46]1, predict the reaction product. The product is: [Br:1][C:2]1[CH:10]=[CH:9][C:5]([C:6]([N:60]2[CH2:61][CH2:62][C:57]3([C:48]4[CH:47]=[N:46][N:45]([CH3:44])[C:49]=4[C:50]4[CH:51]=[CH:52][CH:53]=[CH:54][C:55]=4[O:56]3)[CH2:58][CH2:59]2)=[O:8])=[CH:4][C:3]=1[O:11][CH3:12]. (8) Given the reactants COCCN(S(F)(F)F)CCOC.F[C:15]1[CH:16]=[C:17]([Br:24])[CH:18]=[C:19]([CH:21]([F:23])[F:22])[CH:20]=1.[CH3:25][O:26][C:27]1[CH:34]=[CH:33][C:30]([CH2:31][OH:32])=[CH:29][CH:28]=1.CC(C)([O-])C.[K+], predict the reaction product. The product is: [Br:24][C:17]1[CH:16]=[C:15]([O:32][CH2:31][C:30]2[CH:33]=[CH:34][C:27]([O:26][CH3:25])=[CH:28][CH:29]=2)[CH:20]=[C:19]([CH:21]([F:23])[F:22])[CH:18]=1. (9) Given the reactants [CH:1]1([C:7]2[C:15]3[C:10](=[CH:11][C:12]([C:16]([O:18][CH3:19])=[O:17])=[CH:13][CH:14]=3)[NH:9][C:8]=2[C:20]2[CH:25]=[CH:24][CH:23]=[C:22]([N+:26]([O-:28])=[O:27])[C:21]=2[O:29][CH2:30][CH2:31][O:32]C2CCCCO2)[CH2:6][CH2:5][CH2:4][CH2:3][CH2:2]1.Cl.[OH-].[Na+].C(=O)([O-])O.[Na+], predict the reaction product. The product is: [CH:1]1([C:7]2[C:15]3[C:10](=[CH:11][C:12]([C:16]([O:18][CH3:19])=[O:17])=[CH:13][CH:14]=3)[NH:9][C:8]=2[C:20]2[CH:25]=[CH:24][CH:23]=[C:22]([N+:26]([O-:28])=[O:27])[C:21]=2[O:29][CH2:30][CH2:31][OH:32])[CH2:6][CH2:5][CH2:4][CH2:3][CH2:2]1. (10) Given the reactants [C:1]([O:7]CC)(=O)[CH2:2][C:3]([CH3:5])=O.[NH2:10][C:11]1[N:16]=[C:15]([N:17]2[C:23](=[O:24])[C:22]3[CH:25]=[N:26][C:27]([S:29][CH3:30])=[N:28][C:21]=3[N:20]3[CH2:31][CH2:32][CH2:33][C@H:19]3[CH2:18]2)[CH:14]=[CH:13][CH:12]=1.[OH-].[Na+], predict the reaction product. The product is: [CH3:5][C:3]1[N:10]=[C:11]2[CH:12]=[CH:13][CH:14]=[C:15]([N:17]3[C:23](=[O:24])[C:22]4[CH:25]=[N:26][C:27]([S:29][CH3:30])=[N:28][C:21]=4[N:20]4[CH2:31][CH2:32][CH2:33][C@H:19]4[CH2:18]3)[N:16]2[C:1](=[O:7])[CH:2]=1.